This data is from Full USPTO retrosynthesis dataset with 1.9M reactions from patents (1976-2016). The task is: Predict the reactants needed to synthesize the given product. (1) Given the product [F:1][C:2]1[CH:3]=[CH:4][C:5]([N:8]2[C:12]3([CH2:13][CH2:14][N:15]([CH2:41][CH2:42][CH2:43][N:44]4[C:52]5[C:47](=[CH:48][CH:49]=[CH:50][CH:51]=5)[CH2:46][C:45]4=[O:53])[CH2:16][CH2:17]3)[C:11](=[O:18])[N:10]([CH2:19][C:20]3[CH:21]=[C:22]([CH:30]=[CH:31][CH:32]=3)[C:23]([O:25][C:26]([CH3:27])([CH3:28])[CH3:29])=[O:24])[CH2:9]2)=[CH:6][CH:7]=1, predict the reactants needed to synthesize it. The reactants are: [F:1][C:2]1[CH:7]=[CH:6][C:5]([N:8]2[C:12]3([CH2:17][CH2:16][NH:15][CH2:14][CH2:13]3)[C:11](=[O:18])[N:10]([CH2:19][C:20]3[CH:21]=[C:22]([CH:30]=[CH:31][CH:32]=3)[C:23]([O:25][C:26]([CH3:29])([CH3:28])[CH3:27])=[O:24])[CH2:9]2)=[CH:4][CH:3]=1.[I-].[Na+].C(=O)(O)[O-].[K+].Cl[CH2:41][CH2:42][CH2:43][N:44]1[C:52]2[C:47](=[CH:48][CH:49]=[CH:50][CH:51]=2)[CH2:46][C:45]1=[O:53]. (2) Given the product [Cl:22][C:23]1[CH:24]=[C:25]([CH:29]=[CH:30][N:31]=1)[C:26]([NH:13][C:14]1[CH:21]=[CH:20][C:17]([CH2:18][NH:19][C:10]2[C:9]3[C:4](=[CH:5][CH:6]=[CH:7][CH:8]=3)[N:3]=[C:2]([NH:33][CH3:32])[N:11]=2)=[CH:16][CH:15]=1)=[O:27], predict the reactants needed to synthesize it. The reactants are: Cl[C:2]1[N:11]=[C:10](Cl)[C:9]2[C:4](=[CH:5][CH:6]=[CH:7][CH:8]=2)[N:3]=1.[NH2:13][C:14]1[CH:21]=[CH:20][C:17]([CH2:18][NH2:19])=[CH:16][CH:15]=1.[Cl:22][C:23]1[CH:24]=[C:25]([CH:29]=[CH:30][N:31]=1)[C:26](Cl)=[O:27].[CH3:32][NH2:33]. (3) Given the product [CH3:20][O:8][C:3]1[C:2]([N:9]2[C:17](=[O:18])[C:16]3[C:11](=[CH:12][CH:13]=[CH:14][CH:15]=3)[C:10]2=[O:19])([CH3:1])[CH2:7][CH2:6][CH2:5][N:4]=1, predict the reactants needed to synthesize it. The reactants are: [CH3:1][C:2]1([N:9]2[C:17](=[O:18])[C:16]3[C:11](=[CH:12][CH:13]=[CH:14][CH:15]=3)[C:10]2=[O:19])[CH2:7][CH2:6][CH2:5][NH:4][C:3]1=[O:8].[C:20]1(=O)N(C2CCCNC2=O)C(=O)C2=CC=CC=C12. (4) Given the product [C:1]([O:5][C:6]([N:8]1[CH2:13][CH2:12][CH:11]([O:14][C:18]2[CH:23]=[CH:22][C:21]([N+:24]([O-:26])=[O:25])=[CH:20][CH:19]=2)[CH2:10][CH2:9]1)=[O:7])([CH3:4])([CH3:2])[CH3:3], predict the reactants needed to synthesize it. The reactants are: [C:1]([O:5][C:6]([N:8]1[CH2:13][CH2:12][CH:11]([OH:14])[CH2:10][CH2:9]1)=[O:7])([CH3:4])([CH3:3])[CH3:2].[H-].[Na+].F[C:18]1[CH:23]=[CH:22][C:21]([N+:24]([O-:26])=[O:25])=[CH:20][CH:19]=1.O. (5) The reactants are: Br[CH2:2][C:3]([O:5][CH2:6][CH3:7])=[O:4].C(=O)([O-])[O-].[K+].[K+].[OH:14][C:15]1[CH:16]=[C:17]([CH:20]=[CH:21][CH:22]=1)[C:18]#[N:19]. Given the product [C:18]([C:17]1[CH:16]=[C:15]([O:14][CH2:2][C:3]([O:5][CH2:6][CH3:7])=[O:4])[CH:22]=[CH:21][CH:20]=1)#[N:19], predict the reactants needed to synthesize it. (6) Given the product [NH2:13][C:11](=[O:12])[C@H:10]([NH:9][C:6]1[CH:7]=[CH:8][C:3]([C:1]([NH2:2])=[O:33])=[C:4]([NH:20][C:21]2[S:25][N:24]=[C:23]([CH3:26])[CH:22]=2)[CH:5]=1)[CH2:14][C:15]1[S:16][CH:17]=[CH:18][CH:19]=1, predict the reactants needed to synthesize it. The reactants are: [C:1]([C:3]1[CH:8]=[CH:7][C:6]([NH:9][C@H:10]([CH2:14][C:15]2[S:16][CH:17]=[CH:18][CH:19]=2)[C:11]([NH2:13])=[O:12])=[CH:5][C:4]=1[NH:20][C:21]1[S:25][N:24]=[C:23]([CH3:26])[CH:22]=1)#[N:2].[OH-].[Na+].OO.CC(O)=[O:33]. (7) Given the product [OH:4][C:5]1[NH:9][CH:8]=[N:7][C:6]=1[C:10]([NH2:12])=[O:11], predict the reactants needed to synthesize it. The reactants are: O.O.Cl.[OH:4][C:5]1[NH:9][CH:8]=[N:7][C:6]=1[C:10]([NH2:12])=[O:11].C([O-])(=O)C.[Na+]. (8) Given the product [F:27][C:26]([F:29])([F:28])[S:23]([O:11][C:8]1[CH2:7][CH2:6][C:5]2([O:4][CH2:3][CH2:2][O:1]2)[CH2:10][CH:9]=1)(=[O:24])=[O:22], predict the reactants needed to synthesize it. The reactants are: [O:1]1[C:5]2([CH2:10][CH2:9][C:8](=[O:11])[CH2:7][CH2:6]2)[O:4][CH2:3][CH2:2]1.C[Si]([N-][Si](C)(C)C)(C)C.[Na+].[O:22](S(C(F)(F)F)(=O)=O)[S:23]([C:26]([F:29])([F:28])[F:27])(=O)=[O:24].